Dataset: Full USPTO retrosynthesis dataset with 1.9M reactions from patents (1976-2016). Task: Predict the reactants needed to synthesize the given product. (1) Given the product [C:26]([O:30][C:31](=[O:38])[NH:32][CH2:33][CH2:34][CH2:35][CH2:36][N:8]1[CH2:7][CH2:6][C:5]2[C:16]3[CH:9]1[CH2:10][C:11](=[O:17])[C:12]=3[C:13]([O:14][CH3:15])=[C:3]([O:2][CH3:1])[CH:4]=2)([CH3:29])([CH3:28])[CH3:27], predict the reactants needed to synthesize it. The reactants are: [CH3:1][O:2][C:3]1[CH:4]=[C:5]2[C:16]3[CH:9]([CH2:10][C:11](=[O:17])[C:12]=3[C:13]=1[O:14][CH3:15])[NH:8][CH2:7][CH2:6]2.C([O-])([O-])=O.[K+].[K+].[Na+].[I-].[C:26]([O:30][C:31](=[O:38])[NH:32][CH2:33][CH2:34][CH2:35][CH2:36]Br)([CH3:29])([CH3:28])[CH3:27]. (2) Given the product [C:20]([C:23]1[CH:27]=[C:26]([C:28]([NH:1][CH2:2][C@H:3]([N:5]2[CH:9]=[CH:8][C:7]([C:10]3[CH:17]=[CH:16][C:13]([C:14]#[N:15])=[C:12]([Cl:18])[C:11]=3[CH3:19])=[N:6]2)[CH3:4])=[O:29])[NH:25][N:24]=1)(=[O:22])[CH3:21], predict the reactants needed to synthesize it. The reactants are: [NH2:1][CH2:2][C@H:3]([N:5]1[CH:9]=[CH:8][C:7]([C:10]2[CH:17]=[CH:16][C:13]([C:14]#[N:15])=[C:12]([Cl:18])[C:11]=2[CH3:19])=[N:6]1)[CH3:4].[C:20]([C:23]1[CH:27]=[C:26]([C:28](O)=[O:29])[NH:25][N:24]=1)(=[O:22])[CH3:21]. (3) Given the product [CH3:18][O:17][C:16]1[CH:15]=[CH:14][C:4]([C:5](=[O:6])[NH:7][C:8]2[CH:9]=[N:10][CH:11]=[CH:12][CH:13]=2)=[CH:3][C:2]=1[NH:1][C:29](=[S:30])[NH:28][C:24]1[CH:23]=[C:22]([CH:27]=[CH:26][CH:25]=1)[C:19]([OH:21])=[O:20], predict the reactants needed to synthesize it. The reactants are: [NH2:1][C:2]1[CH:3]=[C:4]([CH:14]=[CH:15][C:16]=1[O:17][CH3:18])[C:5]([NH:7][C:8]1[CH:9]=[N:10][CH:11]=[CH:12][CH:13]=1)=[O:6].[C:19]([C:22]1[CH:23]=[C:24]([N:28]=[C:29]=[S:30])[CH:25]=[CH:26][CH:27]=1)([OH:21])=[O:20].CO. (4) Given the product [F:1][C:2]1[CH:3]=[C:4]2[C:9](=[CH:10][CH:11]=1)[O:8][C:7]([C:12]1[CH:13]=[N:14][CH:15]=[CH:16][CH:17]=1)=[CH:6][C:5]2=[S:28], predict the reactants needed to synthesize it. The reactants are: [F:1][C:2]1[CH:3]=[C:4]2[C:9](=[CH:10][CH:11]=1)[O:8][C:7]([C:12]1[CH:13]=[N:14][CH:15]=[CH:16][CH:17]=1)=[CH:6][C:5]2=O.COC1C=CC(P2(SP(C3C=CC(OC)=CC=3)(=S)S2)=[S:28])=CC=1. (5) Given the product [Cl:1][C:2]1[CH:3]=[C:4]([C:8]2[N:9]=[C:10]([N:16]3[C:20]4[CH:21]=[C:22]([O:27][CH3:28])[C:23]([O:25][CH3:26])=[CH:24][C:19]=4[N:18]=[CH:17]3)[S:11][C:12]=2[C:13]([NH:37][NH:36][C:34]([C:30]2[S:29][CH:33]=[CH:32][CH:31]=2)=[O:35])=[O:15])[CH:5]=[CH:6][CH:7]=1, predict the reactants needed to synthesize it. The reactants are: [Cl:1][C:2]1[CH:3]=[C:4]([C:8]2[N:9]=[C:10]([N:16]3[C:20]4[CH:21]=[C:22]([O:27][CH3:28])[C:23]([O:25][CH3:26])=[CH:24][C:19]=4[N:18]=[CH:17]3)[S:11][C:12]=2[C:13]([OH:15])=O)[CH:5]=[CH:6][CH:7]=1.[S:29]1[CH:33]=[CH:32][CH:31]=[C:30]1[C:34]([NH:36][NH2:37])=[O:35].CN(C(ON1N=NC2C=CC=NC1=2)=[N+](C)C)C.F[P-](F)(F)(F)(F)F.C(N(C(C)C)CC)(C)C. (6) Given the product [C:11]([C:8]1([C:4]2[N:5]=[N:6][CH:7]=[C:2]([C:1]([OH:14])=[O:16])[CH:3]=2)[CH2:10][CH2:9]1)#[N:12], predict the reactants needed to synthesize it. The reactants are: [CH3:1][C:2]1[CH:3]=[C:4]([C:8]2([C:11]#[N:12])[CH2:10][CH2:9]2)[N:5]=[N:6][CH:7]=1.[Se](=O)=[O:14].[OH2:16]. (7) The reactants are: Cl[C:2]([O:4][CH:5]([Cl:7])[CH3:6])=[O:3].N1C=CC=CC=1.[CH3:14][O:15][C:16]1[CH:17]=[C:18]2[C:23](=[CH:24][CH:25]=1)[CH:22]=[C:21]([CH:26]([CH3:38])[C:27]([O:29][CH2:30][C:31]([O:33][CH2:34][CH2:35][CH2:36][OH:37])=[O:32])=[O:28])[CH:20]=[CH:19]2. Given the product [CH3:14][O:15][C:16]1[CH:17]=[C:18]2[C:23](=[CH:24][CH:25]=1)[CH:22]=[C:21]([C@H:26]([CH3:38])[C:27]([O:29][CH2:30][C:31]([O:33][CH2:34][CH2:35][CH2:36][O:37][C:2]([O:4][CH:5]([Cl:7])[CH3:6])=[O:3])=[O:32])=[O:28])[CH:20]=[CH:19]2, predict the reactants needed to synthesize it.